Predict the reaction yield, written as a fraction of the theoretical maximum amount of product (1.0 means a 100% yield; for example, 0.34 means a 34% yield). From a dataset of Reaction yield outcomes from USPTO patents with 853,638 reactions. (1) The reactants are C[O:2][C:3](=[O:38])[C@H:4]([CH2:28][NH:29][C:30](=[O:37])[C:31]1[CH:36]=[CH:35][CH:34]=[CH:33][CH:32]=1)[NH:5][C:6](=[O:27])[C:7]1[CH:12]=[CH:11][C:10]([C:13]([NH:15][CH2:16][C:17]2[CH:25]=[CH:24][CH:23]=[C:22]3[C:18]=2[CH:19]=[CH:20][NH:21]3)=[O:14])=[CH:9][C:8]=1[Cl:26].O.[OH-].[Li+]. The catalyst is O1CCCC1.CO.O. The product is [C:30]([NH:29][CH2:28][C@@H:4]([C:3]([OH:38])=[O:2])[NH:5][C:6](=[O:27])[C:7]1[CH:12]=[CH:11][C:10]([C:13]([NH:15][CH2:16][C:17]2[CH:25]=[CH:24][CH:23]=[C:22]3[C:18]=2[CH:19]=[CH:20][NH:21]3)=[O:14])=[CH:9][C:8]=1[Cl:26])(=[O:37])[C:31]1[CH:36]=[CH:35][CH:34]=[CH:33][CH:32]=1. The yield is 0.750. (2) The reactants are Cl.[N:2]1([C:8]2[CH:13]=[CH:12][C:11]([NH:14][C:15]([C:17]3[N:18]=[C:19]([C:26]4[CH:31]=[CH:30][CH:29]=[CH:28][CH:27]=4)[O:20][C:21]=3[C:22]([F:25])([F:24])[F:23])=[O:16])=[CH:10][CH:9]=2)[CH2:7][CH2:6][NH:5][CH2:4][CH2:3]1.[C:32]12([C:45](O)=[O:46])[CH2:41][CH:36]3[CH2:37][CH:38]([CH2:40][C:34]([C:42]([OH:44])=[O:43])([CH2:35]3)[CH2:33]1)[CH2:39]2.C(N(CC)CC)C.F[P-](F)(F)(F)(F)F.N1(O[P+](N(C)C)(N(C)C)N(C)C)C2C=CC=CC=2N=N1. The catalyst is CN(C=O)C.C(OCC)(=O)C. The yield is 0.130. The product is [C:26]1([C:19]2[O:20][C:21]([C:22]([F:23])([F:25])[F:24])=[C:17]([C:15]([NH:14][C:11]3[CH:12]=[CH:13][C:8]([N:2]4[CH2:7][CH2:6][N:5]([C:45]([C:32]56[CH2:41][CH:36]7[CH2:37][CH:38]([CH2:40][C:34]([C:42]([OH:44])=[O:43])([CH2:35]7)[CH2:33]5)[CH2:39]6)=[O:46])[CH2:4][CH2:3]4)=[CH:9][CH:10]=3)=[O:16])[N:18]=2)[CH:31]=[CH:30][CH:29]=[CH:28][CH:27]=1. (3) The reactants are [C:1]([O:5][C@@H:6]([CH3:18])[C@H:7]([NH:10][C:11]1[CH:16]=[CH:15][N:14]=[C:13]([Cl:17])[N:12]=1)[CH2:8][OH:9])([CH3:4])([CH3:3])[CH3:2].Cl[C:20](Cl)([O:22]C(=O)OC(Cl)(Cl)Cl)Cl.CC1C=CC=C(C)N=1.CCOC(C)=O.CCCCCCC. The catalyst is C(Cl)Cl.O. The product is [C:1]([O:5][C@H:6]([C@H:7]1[CH2:8][O:9][C:20](=[O:22])[N:10]1[C:11]1[CH:16]=[CH:15][N:14]=[C:13]([Cl:17])[N:12]=1)[CH3:18])([CH3:4])([CH3:2])[CH3:3]. The yield is 0.730.